Task: Regression. Given two drug SMILES strings and cell line genomic features, predict the synergy score measuring deviation from expected non-interaction effect.. Dataset: NCI-60 drug combinations with 297,098 pairs across 59 cell lines (1) Drug 1: C1CC(C1)(C(=O)O)C(=O)O.[NH2-].[NH2-].[Pt+2]. Drug 2: C1CC(CCC1OC2=C(C(=CC=C2)Cl)F)(CC3=NC(=CC=C3)NC4=NC=CS4)C(=O)O. Cell line: SK-OV-3. Synergy scores: CSS=23.1, Synergy_ZIP=-0.455, Synergy_Bliss=4.66, Synergy_Loewe=-0.0931, Synergy_HSA=4.60. (2) Drug 1: COC1=NC(=NC2=C1N=CN2C3C(C(C(O3)CO)O)O)N. Drug 2: C1=CC=C(C(=C1)C(C2=CC=C(C=C2)Cl)C(Cl)Cl)Cl. Cell line: M14. Synergy scores: CSS=39.9, Synergy_ZIP=2.52, Synergy_Bliss=6.14, Synergy_Loewe=-10.7, Synergy_HSA=4.39. (3) Cell line: RXF 393. Drug 2: CC1=C(N=C(N=C1N)C(CC(=O)N)NCC(C(=O)N)N)C(=O)NC(C(C2=CN=CN2)OC3C(C(C(C(O3)CO)O)O)OC4C(C(C(C(O4)CO)O)OC(=O)N)O)C(=O)NC(C)C(C(C)C(=O)NC(C(C)O)C(=O)NCCC5=NC(=CS5)C6=NC(=CS6)C(=O)NCCC[S+](C)C)O. Synergy scores: CSS=10.3, Synergy_ZIP=-3.37, Synergy_Bliss=2.90, Synergy_Loewe=-6.49, Synergy_HSA=2.50. Drug 1: C1CC(=O)NC(=O)C1N2CC3=C(C2=O)C=CC=C3N. (4) Drug 1: COC1=C(C=C2C(=C1)N=CN=C2NC3=CC(=C(C=C3)F)Cl)OCCCN4CCOCC4. Drug 2: C(CC(=O)O)C(=O)CN.Cl. Cell line: COLO 205. Synergy scores: CSS=13.2, Synergy_ZIP=-8.31, Synergy_Bliss=-8.98, Synergy_Loewe=-4.12, Synergy_HSA=-4.63. (5) Drug 1: C1=C(C(=O)NC(=O)N1)F. Drug 2: CC1=C(N=C(N=C1N)C(CC(=O)N)NCC(C(=O)N)N)C(=O)NC(C(C2=CN=CN2)OC3C(C(C(C(O3)CO)O)O)OC4C(C(C(C(O4)CO)O)OC(=O)N)O)C(=O)NC(C)C(C(C)C(=O)NC(C(C)O)C(=O)NCCC5=NC(=CS5)C6=NC(=CS6)C(=O)NCCC[S+](C)C)O. Cell line: BT-549. Synergy scores: CSS=22.6, Synergy_ZIP=-0.896, Synergy_Bliss=0.753, Synergy_Loewe=2.48, Synergy_HSA=2.86. (6) Drug 1: CC(CN1CC(=O)NC(=O)C1)N2CC(=O)NC(=O)C2. Drug 2: CC=C1C(=O)NC(C(=O)OC2CC(=O)NC(C(=O)NC(CSSCCC=C2)C(=O)N1)C(C)C)C(C)C. Cell line: SF-295. Synergy scores: CSS=19.7, Synergy_ZIP=-3.52, Synergy_Bliss=-5.99, Synergy_Loewe=-7.71, Synergy_HSA=-5.19. (7) Drug 1: CC12CCC3C(C1CCC2=O)CC(=C)C4=CC(=O)C=CC34C. Drug 2: C1CNP(=O)(OC1)N(CCCl)CCCl. Cell line: SW-620. Synergy scores: CSS=6.54, Synergy_ZIP=0.983, Synergy_Bliss=-1.10, Synergy_Loewe=-28.7, Synergy_HSA=-0.615.